This data is from Forward reaction prediction with 1.9M reactions from USPTO patents (1976-2016). The task is: Predict the product of the given reaction. (1) Given the reactants [NH2:1][C:2]1[CH:3]=[C:4]([CH2:8][CH2:9][C:10]2[N:15]=[C:14]([NH:16][C:17](=[O:23])[O:18][C:19]([CH3:22])([CH3:21])[CH3:20])[CH:13]=[CH:12][CH:11]=2)[CH:5]=[CH:6][CH:7]=1.[Cl:24][C:25]1[N:30]=[C:29](Cl)[C:28]([F:32])=[CH:27][N:26]=1.C(=O)([O-])[O-].[K+].[K+], predict the reaction product. The product is: [Cl:24][C:25]1[N:30]=[C:29]([NH:1][C:2]2[CH:3]=[C:4]([CH2:8][CH2:9][C:10]3[N:15]=[C:14]([NH:16][C:17](=[O:23])[O:18][C:19]([CH3:20])([CH3:22])[CH3:21])[CH:13]=[CH:12][CH:11]=3)[CH:5]=[CH:6][CH:7]=2)[C:28]([F:32])=[CH:27][N:26]=1. (2) Given the reactants [OH:1][C@@H:2]([CH:22]([CH3:32])[CH2:23][CH2:24][CH2:25][C:26]1[CH:31]=[CH:30][CH:29]=[CH:28][CH:27]=1)/[CH:3]=[CH:4]/[C@H:5]1[CH2:9][CH2:8][C:7](=[O:10])[N:6]1[CH2:11][CH2:12][CH2:13][C:14]1[S:18][C:17]([C:19]([OH:21])=[O:20])=[CH:16][CH:15]=1, predict the reaction product. The product is: [OH:1][C@H:2]([CH:22]([CH3:32])[CH2:23][CH2:24][CH2:25][C:26]1[CH:27]=[CH:28][CH:29]=[CH:30][CH:31]=1)/[CH:3]=[CH:4]/[C@H:5]1[CH2:9][CH2:8][C:7](=[O:10])[N:6]1[CH2:11][CH2:12][CH2:13][C:14]1[S:18][C:17]([C:19]([OH:21])=[O:20])=[CH:16][CH:15]=1. (3) Given the reactants [CH3:1][CH:2]([C:6]1[CH:7]=[C:8]([CH:14]=[CH:15][C:16]=1[OH:17])[C:9]([O:11]CC)=[O:10])[C:3]([CH3:5])=[CH2:4].[OH-].[K+], predict the reaction product. The product is: [CH3:1][CH:2]([C:6]1[CH:7]=[C:8]([CH:14]=[CH:15][C:16]=1[OH:17])[C:9]([OH:11])=[O:10])[C:3]([CH3:5])=[CH2:4]. (4) Given the reactants CS([C:5]1[N:10]=[C:9]([O:11][C:12]2[CH:13]=[C:14]([NH2:19])[C:15]([NH2:18])=[CH:16][CH:17]=2)[CH:8]=[CH:7][N:6]=1)(=O)=O.[CH3:20][NH2:21], predict the reaction product. The product is: [CH3:20][NH:21][C:5]1[N:10]=[C:9]([O:11][C:12]2[CH:13]=[C:14]([NH2:19])[C:15]([NH2:18])=[CH:16][CH:17]=2)[CH:8]=[CH:7][N:6]=1. (5) Given the reactants C([O:8][C:9]1[CH:14]=[CH:13][C:12]([C:15]([CH3:18])([CH3:17])[CH3:16])=[CH:11][C:10]=1[C:19]([CH3:23])([CH3:22])[C:20]#[N:21])C1C=CC=CC=1, predict the reaction product. The product is: [C:15]([C:12]1[CH:13]=[CH:14][C:9]([OH:8])=[C:10]([C:19]([CH3:23])([CH3:22])[C:20]#[N:21])[CH:11]=1)([CH3:18])([CH3:16])[CH3:17]. (6) Given the reactants Cl.Cl.[CH:3]1([S:6]([C:9]2[CH:15]=[CH:14][C:12]([NH2:13])=[CH:11][C:10]=2[CH2:16][NH:17][CH3:18])(=[O:8])=[O:7])[CH2:5][CH2:4]1.[C:19](=[O:35])([O:28][CH2:29][CH2:30][Si:31]([CH3:34])([CH3:33])[CH3:32])ON1C(=O)CCC1=O.CCN(C(C)C)C(C)C, predict the reaction product. The product is: [NH2:13][C:12]1[CH:14]=[CH:15][C:9]([S:6]([CH:3]2[CH2:5][CH2:4]2)(=[O:8])=[O:7])=[C:10]([CH:11]=1)[CH2:16][N:17]([CH3:18])[C:19](=[O:35])[O:28][CH2:29][CH2:30][Si:31]([CH3:32])([CH3:33])[CH3:34]. (7) Given the reactants [BrH:1].[BrH:2].O1[CH2:6][C:5]([CH2:9][NH2:10])([CH2:7][NH2:8])[CH2:4]1.P(Br)(Br)[Br:12], predict the reaction product. The product is: [BrH:12].[BrH:1].[Br:1][CH2:4][C:5]([CH2:6][Br:2])([CH2:9][NH2:10])[CH2:7][NH2:8].